This data is from Forward reaction prediction with 1.9M reactions from USPTO patents (1976-2016). The task is: Predict the product of the given reaction. (1) Given the reactants [F:1][C:2]1[CH:3]=[CH:4][C:5]2[N:6]([C:8]([C@@H:11]3[CH2:15][CH2:14][NH:13][CH2:12]3)=[N:9][N:10]=2)[CH:7]=1.C=O.[CH3:18]C(O)=O.[BH-](OC(C)=O)(OC(C)=O)OC(C)=O.[Na+], predict the reaction product. The product is: [F:1][C:2]1[CH:3]=[CH:4][C:5]2[N:6]([C:8]([C@@H:11]3[CH2:15][CH2:14][N:13]([CH3:18])[CH2:12]3)=[N:9][N:10]=2)[CH:7]=1. (2) Given the reactants [C:1]1(=[O:7])[NH:5][C:4](=[O:6])[CH2:3][CH2:2]1.B([O-])=O.[Na+].[OH-].[K+].[CH2:14](O)[CH3:15], predict the reaction product. The product is: [CH2:14]([O:6][CH:4]1[NH:5][C:1](=[O:7])[CH2:2][CH2:3]1)[CH3:15]. (3) Given the reactants [H-].[Na+].[F:3][C:4]1[C:14]2[CH2:13][O:12][C:11]3[CH:15]=[CH:16][CH:17]=[CH:18][C:10]=3[NH:9][C:8]=2[CH:7]=[CH:6][CH:5]=1.Cl[C@@H:20]1[CH2:25][CH2:24][CH2:23][N:22]([CH2:26][CH2:27][C:28]2[CH:33]=[CH:32][C:31]([N:34]([CH3:36])[CH3:35])=[CH:30][CH:29]=2)[CH2:21]1.[Cl-].[Na+].[CH3:39]CCCCC, predict the reaction product. The product is: [F:3][C:4]1[C:14]2[CH2:13][O:12][C:11]3[CH:15]=[CH:16][CH:17]=[CH:18][C:10]=3[N:9]([CH2:39][C@H:23]3[CH2:24][CH2:25][CH2:20][CH2:21][N:22]3[CH2:26][CH2:27][C:28]3[CH:33]=[CH:32][C:31]([N:34]([CH3:36])[CH3:35])=[CH:30][CH:29]=3)[C:8]=2[CH:7]=[CH:6][CH:5]=1. (4) Given the reactants [CH3:1][N:2]([CH3:11])[C:3]1[CH:10]=[CH:9][C:6]([CH:7]=O)=[CH:5][CH:4]=1.Cl.[NH2:13][OH:14].C([O-])(=O)C.[Na+].O, predict the reaction product. The product is: [CH3:1][N:2]([CH3:11])[C:3]1[CH:10]=[CH:9][C:6]([CH:7]=[N:13][OH:14])=[CH:5][CH:4]=1. (5) Given the reactants [OH-].[Ba+2].[OH-].[Cl:4][C:5]1[C:9]([Cl:10])=[C:8]([CH3:11])[NH:7][C:6]=1[C:12]([NH:14][CH:15]1[C:20]2([O:24][CH2:23][CH2:22][O:21]2)[CH2:19][N:18]([C:25]2[S:26][C:27]([C:30]([O:32]C)=[O:31])=[CH:28][N:29]=2)[CH2:17][CH2:16]1)=[O:13].Cl, predict the reaction product. The product is: [Cl:4][C:5]1[C:9]([Cl:10])=[C:8]([CH3:11])[NH:7][C:6]=1[C:12]([NH:14][CH:15]1[C:20]2([O:24][CH2:23][CH2:22][O:21]2)[CH2:19][N:18]([C:25]2[S:26][C:27]([C:30]([OH:32])=[O:31])=[CH:28][N:29]=2)[CH2:17][CH2:16]1)=[O:13].